Dataset: NCI-60 drug combinations with 297,098 pairs across 59 cell lines. Task: Regression. Given two drug SMILES strings and cell line genomic features, predict the synergy score measuring deviation from expected non-interaction effect. (1) Drug 1: CN(C)C1=NC(=NC(=N1)N(C)C)N(C)C. Drug 2: CCCCCOC(=O)NC1=NC(=O)N(C=C1F)C2C(C(C(O2)C)O)O. Cell line: M14. Synergy scores: CSS=-8.43, Synergy_ZIP=1.93, Synergy_Bliss=-5.64, Synergy_Loewe=-9.73, Synergy_HSA=-9.19. (2) Drug 1: CC1C(C(CC(O1)OC2CC(OC(C2O)C)OC3=CC4=CC5=C(C(=O)C(C(C5)C(C(=O)C(C(C)O)O)OC)OC6CC(C(C(O6)C)O)OC7CC(C(C(O7)C)O)OC8CC(C(C(O8)C)O)(C)O)C(=C4C(=C3C)O)O)O)O. Drug 2: CNC(=O)C1=NC=CC(=C1)OC2=CC=C(C=C2)NC(=O)NC3=CC(=C(C=C3)Cl)C(F)(F)F. Cell line: SK-MEL-28. Synergy scores: CSS=55.8, Synergy_ZIP=-0.470, Synergy_Bliss=-2.56, Synergy_Loewe=-46.6, Synergy_HSA=-2.95.